Dataset: Catalyst prediction with 721,799 reactions and 888 catalyst types from USPTO. Task: Predict which catalyst facilitates the given reaction. Reactant: [Cl:1][C:2]([Cl:13])([Cl:12])[CH:3]1[N:7]2[CH2:8][CH2:9][CH2:10][C@@H:6]2[C:5](=[O:11])[O:4]1.[Li+].[CH3:15]C([N-]C(C)C)C.C1COCC1.CCCCCCC.ICI. Product: [CH3:15][C@:6]12[CH2:10][CH2:9][CH2:8][N:7]1[CH:3]([C:2]([Cl:1])([Cl:12])[Cl:13])[O:4][C:5]2=[O:11]. The catalyst class is: 1.